Dataset: Forward reaction prediction with 1.9M reactions from USPTO patents (1976-2016). Task: Predict the product of the given reaction. (1) Given the reactants [CH3:1][S:2](Cl)(=[O:4])=[O:3].[CH2:6]([O:13][C:14]([N:16]1[CH2:21][CH:20]([O:22][CH2:23][C:24]2[CH:25]=[CH:26][C:27]3[O:32][CH2:31][CH2:30][N:29]([CH2:33][CH2:34][CH2:35][O:36][CH3:37])[C:28]=3[CH:38]=2)[CH:19]([C:39]2[CH:44]=[CH:43][C:42]([O:45][CH:46]3[CH2:50][CH2:49][N:48]([C:51]4[CH:56]=[CH:55][CH:54]=[C:53]([F:57])[CH:52]=4)[CH2:47]3)=[CH:41][CH:40]=2)[CH:18]([OH:58])[CH2:17]1)=[O:15])[C:7]1[CH:12]=[CH:11][CH:10]=[CH:9][CH:8]=1.C(N(CC)CC)C.C(=O)(O)[O-].[Na+], predict the reaction product. The product is: [CH2:6]([O:13][C:14]([N:16]1[CH2:21][CH:20]([O:22][CH2:23][C:24]2[CH:25]=[CH:26][C:27]3[O:32][CH2:31][CH2:30][N:29]([CH2:33][CH2:34][CH2:35][O:36][CH3:37])[C:28]=3[CH:38]=2)[CH:19]([C:39]2[CH:44]=[CH:43][C:42]([O:45][CH:46]3[CH2:50][CH2:49][N:48]([C:51]4[CH:56]=[CH:55][CH:54]=[C:53]([F:57])[CH:52]=4)[CH2:47]3)=[CH:41][CH:40]=2)[CH:18]([O:58][S:2]([CH3:1])(=[O:4])=[O:3])[CH2:17]1)=[O:15])[C:7]1[CH:12]=[CH:11][CH:10]=[CH:9][CH:8]=1. (2) Given the reactants [Cl:1][C:2]1[CH:3]=[C:4]([CH:10]([C:27]([F:30])([F:29])[F:28])/[CH:11]=[CH:12]/[C:13]2[CH:21]=[CH:20][C:16]([C:17](O)=[O:18])=[C:15]([O:22][C:23]([F:26])([F:25])[F:24])[CH:14]=2)[CH:5]=[C:6]([Cl:9])[C:7]=1[F:8].[NH2:31][CH2:32][C:33]([NH:35][CH2:36][C:37]([F:40])([F:39])[F:38])=[O:34].C1CN([P+](ON2N=NC3C=CC=CC2=3)(N2CCCC2)N2CCCC2)CC1.F[P-](F)(F)(F)(F)F.CCN(C(C)C)C(C)C, predict the reaction product. The product is: [Cl:1][C:2]1[CH:3]=[C:4]([CH:10]([C:27]([F:30])([F:29])[F:28])/[CH:11]=[CH:12]/[C:13]2[CH:21]=[CH:20][C:16]([C:17]([NH:31][CH2:32][C:33](=[O:34])[NH:35][CH2:36][C:37]([F:40])([F:39])[F:38])=[O:18])=[C:15]([O:22][C:23]([F:24])([F:25])[F:26])[CH:14]=2)[CH:5]=[C:6]([Cl:9])[C:7]=1[F:8]. (3) Given the reactants [C:1]([O:6][CH2:7][CH3:8])(=[O:5])[CH:2]([CH3:4])[CH3:3].C([N-]C(C)C)(C)C.[Li+].[Na+].[I-].[CH3:19][O:20][C:21]1[CH:28]=[CH:27][C:24]([CH2:25]Cl)=[CH:23][CH:22]=1, predict the reaction product. The product is: [CH3:3][C:2]([CH3:4])([CH2:25][C:24]1[CH:27]=[CH:28][C:21]([O:20][CH3:19])=[CH:22][CH:23]=1)[C:1]([O:6][CH2:7][CH3:8])=[O:5]. (4) The product is: [S:37]1[CH2:38][CH:39]=[C:40]([C:8]2[CH:7]=[CH:6][C:5]3[C:10](=[CH:11][CH:12]=[C:3]([O:2][CH3:1])[CH:4]=3)[C:9]=2[O:13][C:14]2[CH:19]=[CH:18][C:17]([O:20][CH2:21][CH2:22][N:23]3[CH2:28][CH2:27][CH2:26][CH2:25][CH2:24]3)=[CH:16][CH:15]=2)[CH2:41][CH2:42]1. Given the reactants [CH3:1][O:2][C:3]1[CH:4]=[C:5]2[C:10](=[CH:11][CH:12]=1)[C:9]([O:13][C:14]1[CH:19]=[CH:18][C:17]([O:20][CH2:21][CH2:22][N:23]3[CH2:28][CH2:27][CH2:26][CH2:25][CH2:24]3)=[CH:16][CH:15]=1)=[C:8](OS(C(F)(F)F)(=O)=O)[CH:7]=[CH:6]2.[S:37]1[CH2:42][CH:41]=[C:40](B2OC(C)(C)C(C)(C)O2)[CH2:39][CH2:38]1.C1(P(C2CCCCC2)C2CCCCC2)CCCCC1.[F-].[Cs+], predict the reaction product.